This data is from Reaction yield outcomes from USPTO patents with 853,638 reactions. The task is: Predict the reaction yield, written as a fraction of the theoretical maximum amount of product (1.0 means a 100% yield; for example, 0.34 means a 34% yield). (1) The reactants are [CH:1]1([NH:4][C:5](=[O:31])[C:6]2[CH:11]=[CH:10][C:9]([C:12]3[N:16]4[CH:17]=[C:18]([C:25]5[CH:30]=[CH:29][N:28]=[CH:27][CH:26]=5)[N:19]=[C:20](S(C)(=O)=O)[C:15]4=[N:14][CH:13]=3)=[CH:8][CH:7]=2)[CH2:3][CH2:2]1.[S:32]1[CH:36]=[CH:35][CH:34]=[C:33]1[CH2:37][NH2:38].CCN(C(C)C)C(C)C. No catalyst specified. The product is [CH:1]1([NH:4][C:5](=[O:31])[C:6]2[CH:11]=[CH:10][C:9]([C:12]3[N:16]4[CH:17]=[C:18]([C:25]5[CH:26]=[CH:27][N:28]=[CH:29][CH:30]=5)[N:19]=[C:20]([NH:38][CH2:37][C:33]5[S:32][CH:36]=[CH:35][CH:34]=5)[C:15]4=[N:14][CH:13]=3)=[CH:8][CH:7]=2)[CH2:2][CH2:3]1. The yield is 0.0900. (2) The reactants are [Cl-].O[NH3+:3].[C:4](=[O:7])([O-])[OH:5].[Na+].CS(C)=O.[CH3:13][C:14]1([CH3:51])[CH2:18][C:17]2[CH:19]=[C:20]([N:23]3[C:28](=[O:29])[C:27]([CH2:30][C:31]4[CH:36]=[CH:35][C:34]([C:37]5[C:38]([C:43]#[N:44])=[CH:39][CH:40]=[CH:41][CH:42]=5)=[CH:33][CH:32]=4)=[C:26]([CH2:45][CH2:46][CH3:47])[N:25]4[N:48]=[CH:49][N:50]=[C:24]34)[CH:21]=[CH:22][C:16]=2[O:15]1. The catalyst is C(OCC)(=O)C. The product is [CH3:51][C:14]1([CH3:13])[CH2:18][C:17]2[CH:19]=[C:20]([N:23]3[C:28](=[O:29])[C:27]([CH2:30][C:31]4[CH:36]=[CH:35][C:34]([C:37]5[CH:42]=[CH:41][CH:40]=[CH:39][C:38]=5[C:43]5[NH:3][C:4](=[O:7])[O:5][N:44]=5)=[CH:33][CH:32]=4)=[C:26]([CH2:45][CH2:46][CH3:47])[N:25]4[N:48]=[CH:49][N:50]=[C:24]34)[CH:21]=[CH:22][C:16]=2[O:15]1. The yield is 0.460. (3) The reactants are [Cl:1][C:2]1[CH:7]=[C:6]([CH2:8][C:9]2[C:14](=[O:15])[NH:13][C:12]([CH3:16])=[N:11][C:10]=2[CH2:17][CH2:18][CH3:19])[CH:5]=[CH:4][C:3]=1[C:20]1[C:21]([C:26]#[N:27])=[CH:22][CH:23]=[CH:24][CH:25]=1.[CH:28]([O:31][C:32]1[CH:37]=[CH:36][C:35](B(O)O)=[CH:34][CH:33]=1)([CH3:30])[CH3:29].C([N:43](CC)CC)C.N1C=CC=CC=1.[C:54]([O:57]CC)(=[O:56])C. The catalyst is ClCCl.C([O-])(=O)C.[Cu+2].C([O-])(=O)C. The product is [Cl:1][C:2]1[CH:7]=[C:6]([CH2:8][C:9]2[C:14](=[O:15])[N:13]([C:35]3[CH:36]=[CH:37][C:32]([O:31][CH:28]([CH3:30])[CH3:29])=[CH:33][CH:34]=3)[C:12]([CH3:16])=[N:11][C:10]=2[CH2:17][CH2:18][CH3:19])[CH:5]=[CH:4][C:3]=1[C:20]1[CH:25]=[CH:24][CH:23]=[CH:22][C:21]=1[C:26]1[NH:43][C:54](=[O:56])[O:57][N:27]=1. The yield is 0.780.